Dataset: Catalyst prediction with 721,799 reactions and 888 catalyst types from USPTO. Task: Predict which catalyst facilitates the given reaction. (1) Reactant: [CH2:1]([O:5][C:6]1[CH:11]=[C:10]([CH2:12][CH2:13][C:14]([O:16][CH3:17])=[O:15])[CH:9]=[CH:8][C:7]=1[C:18]1[CH:23]=[CH:22][CH:21]=[C:20]([CH2:24][NH:25][CH3:26])[CH:19]=1)[CH2:2][CH2:3][CH3:4].[CH2:27]([O:31][C:32]1[CH:40]=[CH:39][C:35]([C:36](Cl)=[O:37])=[CH:34][CH:33]=1)[CH2:28][CH2:29][CH3:30].C(N(CC)CC)C. Product: [CH2:1]([O:5][C:6]1[CH:11]=[C:10]([CH2:12][CH2:13][C:14]([O:16][CH3:17])=[O:15])[CH:9]=[CH:8][C:7]=1[C:18]1[CH:23]=[CH:22][CH:21]=[C:20]([CH2:24][N:25]([C:36](=[O:37])[C:35]2[CH:34]=[CH:33][C:32]([O:31][CH2:27][CH2:28][CH2:29][CH3:30])=[CH:40][CH:39]=2)[CH3:26])[CH:19]=1)[CH2:2][CH2:3][CH3:4]. The catalyst class is: 4. (2) Product: [CH2:29]([NH:30][C:19](=[O:20])[CH2:18][N:16]1[CH:17]=[C:13]([NH:12][C:8]2[N:7]=[C:6]([NH:5][CH2:4][C:3]3[C:22]([F:27])=[CH:23][C:24]([F:26])=[CH:25][C:2]=3[F:1])[CH:11]=[CH:10][N:9]=2)[CH:14]=[N:15]1)[CH3:28]. The catalyst class is: 38. Reactant: [F:1][C:2]1[CH:25]=[C:24]([F:26])[CH:23]=[C:22]([F:27])[C:3]=1[CH2:4][NH:5][C:6]1[CH:11]=[CH:10][N:9]=[C:8]([NH:12][C:13]2[CH:14]=[N:15][N:16]([CH2:18][C:19](O)=[O:20])[CH:17]=2)[N:7]=1.[CH3:28][CH2:29][N:30](C(C)C)C(C)C.CN(C(F)=[N+](C)C)C.F[P-](F)(F)(F)(F)F.C(N)C. (3) Reactant: [Cl:1][C:2]1[CH:10]=[C:9]2[C:5](/[C:6](=[CH:20]/[C:21]3[CH:26]=[C:25](F)[CH:24]=[C:23](F)[CH:22]=3)/[C:7](=[O:19])[N:8]2COCC[Si](C)(C)C)=[CH:4][CH:3]=1.[CH2:29]=[C:30]([CH:33]=[N:34][C:35]([O:37][Si](C)(C)C)=[CH2:36])[CH2:31][CH3:32].FC(F)(F)C(O)=O.C(N(C(C)C)CC)(C)C.[Cl:58]CCl. Product: [Cl:1][C:2]1[CH:10]=[C:9]2[NH:8][C:7](=[O:19])[C:6]3([CH:20]([C:21]4[CH:22]=[CH:23][CH:24]=[C:25]([Cl:58])[CH:26]=4)[CH2:36][C:35](=[O:37])[NH:34][CH:33]3[C:30](=[CH2:29])[CH2:31][CH3:32])[C:5]2=[CH:4][CH:3]=1. The catalyst class is: 224.